This data is from Full USPTO retrosynthesis dataset with 1.9M reactions from patents (1976-2016). The task is: Predict the reactants needed to synthesize the given product. (1) Given the product [CH2:1]([C:2]1[C:11]2[C:6](=[CH:7][CH:8]=[CH:9][CH:10]=2)[NH:5][C:4](=[O:12])[CH:3]=1)[CH3:13], predict the reactants needed to synthesize it. The reactants are: [CH3:1][C:2]1[C:11]2[C:6](=[CH:7][CH:8]=[CH:9][CH:10]=2)[NH:5][C:4](=[O:12])[CH:3]=1.[CH2:13]([Li])CCC.IC. (2) Given the product [CH2:3]([O:10][C:11]1[CH:16]=[CH:15][CH:14]=[CH:13][C:12]=1[C:17]1[N:18]([CH2:36][C@@:37]2([CH2:41][OH:40])[CH2:45][CH2:44][CH2:43][NH:38]2)[C:19]2[C:24]([C:25]=1[CH:26]1[CH2:27][CH2:28][CH2:29][CH2:30][CH2:31]1)=[CH:23][CH:22]=[C:21]([C:32]([O:34][CH3:35])=[O:33])[CH:20]=2)[C:4]1[CH:5]=[CH:6][CH:7]=[CH:8][CH:9]=1, predict the reactants needed to synthesize it. The reactants are: [OH-].[K+].[CH2:3]([O:10][C:11]1[CH:16]=[CH:15][CH:14]=[CH:13][C:12]=1[C:17]1[N:18]([CH2:36][C@@:37]23[CH2:45][CH2:44][CH2:43][N:38]2C(=O)[O:40][CH2:41]3)[C:19]2[C:24]([C:25]=1[CH:26]1[CH2:31][CH2:30][CH2:29][CH2:28][CH2:27]1)=[CH:23][CH:22]=[C:21]([C:32]([O:34][CH3:35])=[O:33])[CH:20]=2)[C:4]1[CH:9]=[CH:8][CH:7]=[CH:6][CH:5]=1.[Si](C=[N+]=[N-])(C)(C)C. (3) Given the product [ClH:38].[F:1][C:2]1[C:3]([CH2:22][NH:23][CH3:24])=[CH:4][N:5]([S:14]([C:17]2[O:18][CH:19]=[CH:20][CH:21]=2)(=[O:16])=[O:15])[C:6]=1[C:7]1[C:8]([F:13])=[N:9][CH:10]=[CH:11][CH:12]=1, predict the reactants needed to synthesize it. The reactants are: [F:1][C:2]1[C:3]([CH2:22][N:23](C)[C:24](=O)OC(C)(C)C)=[CH:4][N:5]([S:14]([C:17]2[O:18][CH:19]=[CH:20][CH:21]=2)(=[O:16])=[O:15])[C:6]=1[C:7]1[C:8]([F:13])=[N:9][CH:10]=[CH:11][CH:12]=1.C(OCC)(=O)C.[ClH:38].